Dataset: Reaction yield outcomes from USPTO patents with 853,638 reactions. Task: Predict the reaction yield, written as a fraction of the theoretical maximum amount of product (1.0 means a 100% yield; for example, 0.34 means a 34% yield). (1) The product is [ClH:1].[Cl:27][C:26]1[C:21]([N:18]2[CH2:19][CH2:20][NH:15][CH2:16][CH:17]2[CH2:28][CH3:29])=[N:22][CH:23]=[CH:24][N:25]=1. The yield is 1.00. The reactants are [Cl:1]C(OC(Cl)C)=O.C([N:15]1[CH2:20][CH2:19][N:18]([C:21]2[C:26]([Cl:27])=[N:25][CH:24]=[CH:23][N:22]=2)[CH:17]([CH2:28][CH3:29])[CH2:16]1)C1C=CC=CC=1. The catalyst is C(Cl)Cl. (2) The reactants are [C:1]([N:8]1[CH2:13][C@@H:12]2[CH2:14][C@H:9]1[CH2:10][NH:11]2)([O:3][C:4]([CH3:7])([CH3:6])[CH3:5])=[O:2].Br[C:16]1[CH:21]=[CH:20][CH:19]=[CH:18][N:17]=1.CC(C)([O-])C.[Na+]. The catalyst is C1(C)C=CC=CC=1.CCOC(C)=O.C1C=CC(/C=C/C(/C=C/C2C=CC=CC=2)=O)=CC=1.C1C=CC(/C=C/C(/C=C/C2C=CC=CC=2)=O)=CC=1.C1C=CC(/C=C/C(/C=C/C2C=CC=CC=2)=O)=CC=1.[Pd].[Pd].C1C=CC(P(C2C(C3C(P(C4C=CC=CC=4)C4C=CC=CC=4)=CC=C4C=3C=CC=C4)=C3C(C=CC=C3)=CC=2)C2C=CC=CC=2)=CC=1. The product is [N:17]1[CH:18]=[CH:19][CH:20]=[CH:21][C:16]=1[N:11]1[CH2:10][C@@H:9]2[CH2:14][C@H:12]1[CH2:13][N:8]2[C:1]([O:3][C:4]([CH3:7])([CH3:6])[CH3:5])=[O:2]. The yield is 0.490. (3) The reactants are Cl[C:2]1[CH:7]=[CH:6][N:5]=[C:4]([NH:8][C:9]2[CH:16]=[CH:15][C:12]([C:13]#[N:14])=[CH:11][CH:10]=2)[N:3]=1.[Br:17][C:18]1[CH:23]=[C:22]([CH3:24])[CH:21]=[C:20]([Br:25])[C:19]=1[NH2:26].Cl. The catalyst is C(OCC)C.O1CCOCC1. The product is [Br:17][C:18]1[CH:23]=[C:22]([CH3:24])[CH:21]=[C:20]([Br:25])[C:19]=1[NH:26][C:2]1[CH:7]=[CH:6][N:5]=[C:4]([NH:8][C:9]2[CH:16]=[CH:15][C:12]([C:13]#[N:14])=[CH:11][CH:10]=2)[N:3]=1. The yield is 0.159. (4) The reactants are [Cl:1][C:2]1[CH:7]=[C:6]([Cl:8])[CH:5]=[CH:4][C:3]=1[C@H:9]([N:11]1[C:15]2[CH:16]=[C:17]([C:20]3[CH2:21][CH2:22][NH:23][CH2:24][CH:25]=3)[CH:18]=[CH:19][C:14]=2[N:13]=[CH:12]1)[CH3:10].[C:26]1(=O)[CH2:31][CH2:30][CH2:29][CH2:28][CH2:27]1.C(O[BH-](OC(=O)C)OC(=O)C)(=O)C.[Na+]. The catalyst is ClCCl.C(O)(=O)C. The product is [CH:26]1([N:23]2[CH2:22][CH:21]=[C:20]([C:17]3[CH:18]=[CH:19][C:14]4[N:13]=[CH:12][N:11]([C@@H:9]([C:3]5[CH:4]=[CH:5][C:6]([Cl:8])=[CH:7][C:2]=5[Cl:1])[CH3:10])[C:15]=4[CH:16]=3)[CH2:25][CH2:24]2)[CH2:31][CH2:30][CH2:29][CH2:28][CH2:27]1. The yield is 0.250. (5) The reactants are C(O[C:4](=[O:22])[C:5]1[CH:10]=[CH:9][CH:8]=[CH:7][C:6]=1B1OC(C)(C)CCCCCO1)C.I[C:24]1[CH:30]=[C:29]([C:31]#[N:32])[CH:28]=[CH:27][C:25]=1[NH2:26].P([O-])([O-])([O-])=O.[K+].[K+].[K+]. The catalyst is C1C=CC([P]([Pd]([P](C2C=CC=CC=2)(C2C=CC=CC=2)C2C=CC=CC=2)([P](C2C=CC=CC=2)(C2C=CC=CC=2)C2C=CC=CC=2)[P](C2C=CC=CC=2)(C2C=CC=CC=2)C2C=CC=CC=2)(C2C=CC=CC=2)C2C=CC=CC=2)=CC=1.O1CCOCC1. The product is [O:22]=[C:4]1[C:5]2[C:6](=[CH:7][CH:8]=[CH:9][CH:10]=2)[C:27]2[CH:28]=[C:29]([C:31]#[N:32])[CH:30]=[CH:24][C:25]=2[NH:26]1. The yield is 1.00. (6) The reactants are C(Cl)(=O)C(Cl)=O.CS(C)=O.[F:11][CH:12]([F:33])[O:13][C:14]1[CH:19]=[CH:18][C:17]([CH:20]([OH:32])[CH:21]2[CH2:24][N:23]([C:25]([O:27][C:28]([CH3:31])([CH3:30])[CH3:29])=[O:26])[CH2:22]2)=[CH:16][CH:15]=1.C(N(CC)CC)C. The catalyst is C(Cl)Cl. The product is [F:33][CH:12]([F:11])[O:13][C:14]1[CH:19]=[CH:18][C:17]([C:20]([CH:21]2[CH2:24][N:23]([C:25]([O:27][C:28]([CH3:29])([CH3:30])[CH3:31])=[O:26])[CH2:22]2)=[O:32])=[CH:16][CH:15]=1. The yield is 0.960. (7) The reactants are Cl[C:2]1[N:7]([CH2:8][C:9]2[CH:16]=[CH:15][CH:14]=[CH:13][C:10]=2[C:11]#[N:12])[C:6](=[O:17])[NH:5][C:4](=[O:18])[CH:3]=1.[H-].[Na+].[Li+].[Br-].[C:23]([C:25]1[CH:26]=[C:27]([CH:30]=[CH:31][CH:32]=1)[CH2:28]Br)#[N:24].Cl.Cl.[NH2:35][C@@H:36]1[CH2:41][CH2:40][CH2:39][NH:38][CH2:37]1.C(=O)(O)[O-].[Na+]. The catalyst is COCCOC.CN(C=O)C. The product is [NH2:35][C@@H:36]1[CH2:41][CH2:40][CH2:39][N:38]([C:2]2[N:7]([CH2:8][C:9]3[CH:16]=[CH:15][CH:14]=[CH:13][C:10]=3[C:11]#[N:12])[C:6](=[O:17])[N:5]([CH2:28][C:27]3[CH:30]=[CH:31][CH:32]=[C:25]([C:23]#[N:24])[CH:26]=3)[C:4](=[O:18])[CH:3]=2)[CH2:37]1. The yield is 0.840.